Predict the reaction yield, written as a fraction of the theoretical maximum amount of product (1.0 means a 100% yield; for example, 0.34 means a 34% yield). From a dataset of Reaction yield outcomes from USPTO patents with 853,638 reactions. (1) The reactants are [C:1]([O:5][C:6]([N:8]1[CH2:13][CH2:12][N:11]2[C:14]([C:23]([F:26])([F:25])[F:24])=[N:15][C:16]([C:17](=[O:22])N(OC)C)=[C:10]2[CH2:9]1)=[O:7])([CH3:4])([CH3:3])[CH3:2].[CH3:27][Mg]Br.[Cl-].[NH4+]. The catalyst is O1CCCC1.[Cl-].[Na+].O. The product is [C:1]([O:5][C:6]([N:8]1[CH2:13][CH2:12][N:11]2[C:14]([C:23]([F:25])([F:26])[F:24])=[N:15][C:16]([C:17](=[O:22])[CH3:27])=[C:10]2[CH2:9]1)=[O:7])([CH3:3])([CH3:2])[CH3:4]. The yield is 0.900. (2) The reactants are [CH2:1]([O:5][C:6]1[CH:7]=[C:8]([CH:11]=[CH:12][CH:13]=1)[CH:9]=O)[CH2:2][CH2:3][CH3:4].[N+:14]([CH3:17])([O-:16])=[O:15].C([O-])(=O)C.[NH4+]. The catalyst is C(O)(=O)C. The product is [CH2:1]([O:5][C:6]1[CH:13]=[CH:12][CH:11]=[C:8](/[CH:9]=[CH:17]/[N+:14]([O-:16])=[O:15])[CH:7]=1)[CH2:2][CH2:3][CH3:4]. The yield is 0.750.